Dataset: Experimentally validated miRNA-target interactions with 360,000+ pairs, plus equal number of negative samples. Task: Binary Classification. Given a miRNA mature sequence and a target amino acid sequence, predict their likelihood of interaction. (1) The protein sequence of the target gene is MPPPSDIVKVAIEWPGANAQLLEIDQKRPLASIIKEVCDGWSLPNPEYYTLRYADGPQLYVTEQTRNDIKNGTILQLAVSPSRAARQLMERTQSSSMETRLDAMKELAKLSADVTFATEFINMDGIIVLTRLVESGTKLLSHYSEMLAFTLTAFLELMDHGIVSWDMVSVTFIKQIAGYVSQPMVDVSILQRSLAILESMVLNSQSLYQKIAEEITVGQLISHLQVSNQEIQTYAIALINALFLKAPEDKRQDKHLNPLDLPVTDMANAFAQKHLRSIILNHVIRGNRPIKTEMAHQLYV.... Result: 0 (no interaction). The miRNA is hsa-miR-6866-3p with sequence GAUCCCUUUAUCUGUCCUCUAG. (2) The miRNA is hsa-miR-606 with sequence AAACUACUGAAAAUCAAAGAU. The protein sequence of the target gene is MASNSTKSFLADAGYGEQELDANSALMELDKGLRSGKLGEQCEAVVRFPRLFQKYPFPILINSAFLKLADVFRVGNNFLRLCVLKVTQQSEKHLEKILNVDEFVKRVFSVIHSNDPVARAITLRMLGSLASIIPERKNAHHSIRQSLDSHDNVEVEAAVFAAANFSAQSKDFAVGICNKISEMIQGLATPVDLKLKLIPILQHMHHDALLASSARQLLQQLVTSYPSTKMVIVSLHTFTLLAASSLVDTPKQIQLLLQYLKNDPRKAVKRLAVQDLKLLASKTPHTWSKENIQALCECAL.... Result: 0 (no interaction). (3) The miRNA is hsa-miR-4680-3p with sequence UCUGAAUUGUAAGAGUUGUUA. The protein sequence of the target gene is MDMMLLVQGACCSNQWLAAVLLSLCCLLPSCLPAGQSVDFPWAAVDNMMVRKGDTAVLRCYLEDGASKGAWLNRSSIIFAGGDKWSVDPRVSISTLNKRDYSLQIQNVDVTDDGPYTCSVQTQHTPRTMQVHLTVQVPPKIYDISNDMTVNEGTNVTLTCLATGKPEPSISWRHISPSAKPFENGQYLDIYGITRDQAGEYECSAENDVSFPDVRKVKVVVNFAPTIQEIKSGTVTPGRSGLIRCEGAGVPPPAFEWYKGEKKLFNGQQGIIIQNFSTRSILTVTNVTQEHFGNYTCVAA.... Result: 1 (interaction). (4) Result: 1 (interaction). The protein sequence of the target gene is MAATRSPTRARERERSGAPAAGSDQVHSWMLATSQALDTVWRMAKGFVMLAVSFLVAAICYFRRLHLYSGHKLKWWIGYLQRKFKRNLSVEAEVDLLSYCAREWKGETPRNKLMRKAYEELFWRHHIKCVRQVRRDNYDALRSVLFQIFSQGISFPSWMKEKDIVKLPEKLLFSQGCNWIQQYSFGPEKYTGSNVFGKLRKYVELLKTQWTEFNGIRDYHKRGSMCNTLFSDAILEYKLYEALKFIMLYQVTEVYEQMKTKKVIPSLFRLLFSRETSSDPLSFMMNHLNSVGDTCGLEQI.... The miRNA is hsa-miR-382-5p with sequence GAAGUUGUUCGUGGUGGAUUCG. (5) The miRNA is hsa-miR-6509-5p with sequence AUUAGGUAGUGGCAGUGGAAC. The protein sequence of the target gene is MSGQRVDVKVVMLGKEYVGKTSLVERYVHDRFLVGPYQNTIGAAFVAKVMSVGDRTVTLGIWDTAGSERYEAMSRIYYRGAKAAIVCYDLTDSSSFERAKFWVKELRSLEEGCQIYLCGTKSDLLEEDRRRRRVDFHDVQDYADNIKAQLFETSSKTGQSVDELFQKVAEDYVSVAAFQVMTEDKGVDLGQKPNPYFYSCCHH. Result: 0 (no interaction). (6) The miRNA is mmu-miR-741-3p with sequence UGAGAGAUGCCAUUCUAUGUAGA. The protein sequence of the target gene is MLHLKVQFLDDSQKIFVVDQKSSGKALFNLSCSHLNLAEKEYFGLEFCSHSGNNVWLELLKPITKQVKNPKEIVFKFMVKFFPVDPGHLREELTRYLFTLQIKKDLALGRLPCSDNCTALMVSHILQSELGDFHEETDRKHLAQTRYLPNQDCLEGKIMHFHQKHIGRSPAESDILLLDIARKLDMYGIRPHPASDGEGMQIHLAVAHMGVLVLRGNTKINTFNWAKIRKLSFKRKHFLIKLHANILVLCKDTLEFTMASRDACKAFWKTCVEYHAFFRLSEEPKSKPKTLLCSKGSSFR.... Result: 0 (no interaction). (7) The miRNA is mmu-miR-880-3p with sequence UACUCCAUCCUCUCUGAGUAGA. The protein sequence of the target gene is MSAARLSAVAQSTVYAFSARPLAGGEPVSLGSLRGKVLLIENVASLUGTTTRDYTEMNDLQKRLGPRGLVVLGFPCNQFGHQENGKNEEILNSLKYVRPGGGFEPNFTLFEKCEVNGEKAHPLFTFLRNALPAPSDDPTALMTDPKYIIWSPVCRNDISWNFEKFLVGPDGVPVRRYSRRFRTIDIEPDIEALLSKQPSNP. Result: 0 (no interaction). (8) The miRNA is mmu-miR-1960 with sequence CCAGUGCUGUUAGAAGAGGGCU. The protein sequence of the target gene is MEEELKCPVCGSLFREPIILPCSHNVCLPCARTIAVQTPDGEQHLPPPLLLSRGAAAAATPPDQDAAAGATSGGAGANTAGGLGGGATGGGDHADKLSLYSETDSGYGSYTPSLKSPNGVRVLPMVPAPPGSSAAAARGAACSSLCSSSSSITCPQCHRSASLDHRGLRGFQRNRLLEGIVQRYQQGRGVVPGAAAAPAVAICQLCDRTPPEPAATLCEQCDVLYCATCQLKCHPSRGPFAKHRLVQPPPPPTPPEATPAVTGTSTASSAGGCRSPGGAGASAPRKFPTCPEHEMENYSM.... Result: 0 (no interaction). (9) The miRNA is hsa-miR-4535 with sequence GUGGACCUGGCUGGGAC. The protein sequence of the target gene is MFEARLIQGSILKKVLEALKDLINEACWDVSSGGVNLQSMDSSHVSLVQLTLRSEGFDTYRCDRNLAMGVNLTSMSKILKCAGNEDIITLRAEDNADTLALVFEAPNQEKVSDYEMKLMDLDVEQLGIPEQEYSCVIKMPSGEFARICRDLSHIGDAVVISCAKNGVKFSASGELGNGNIKLSQTSNVDKEEEAVTIEMNEPVHLTFALRYLNFFTKATPLSPTVTLSMSADVPLVVEYKIADMGHLKYYLAPKIEDEEAS. Result: 0 (no interaction).